This data is from Full USPTO retrosynthesis dataset with 1.9M reactions from patents (1976-2016). The task is: Predict the reactants needed to synthesize the given product. (1) Given the product [C:48]([CH2:47][N:45]1[CH:46]=[C:42]([C:2]2[CH:3]=[N:4][CH:5]=[CH:6][C:7]=2[O:8][C:9]2[C:14]([F:15])=[CH:13][C:12]([NH:16][C:17]([C:19]3[C:20](=[O:32])[N:21]([C:25]4[CH:30]=[CH:29][C:28]([F:31])=[CH:27][CH:26]=4)[CH:22]=[CH:23][CH:24]=3)=[O:18])=[C:11]([F:33])[CH:10]=2)[CH:43]=[N:44]1)#[N:49], predict the reactants needed to synthesize it. The reactants are: Br[C:2]1[CH:3]=[N:4][CH:5]=[CH:6][C:7]=1[O:8][C:9]1[C:14]([F:15])=[CH:13][C:12]([NH:16][C:17]([C:19]2[C:20](=[O:32])[N:21]([C:25]3[CH:30]=[CH:29][C:28]([F:31])=[CH:27][CH:26]=3)[CH:22]=[CH:23][CH:24]=2)=[O:18])=[C:11]([F:33])[CH:10]=1.CC1(C)C(C)(C)OB([C:42]2[CH:43]=[N:44][N:45]([CH2:47][C:48]#[N:49])[CH:46]=2)O1.C(=O)([O-])[O-].[K+].[K+].C([O-])(O)=O.[Na+]. (2) Given the product [I:1][C:2]1[CH:7]=[CH:6][CH:5]=[CH:4][C:3]=1[C:8]1[NH:43][C:33]2[C:34]([C:9]=1[CH2:10][CH2:11][CH2:12][N:13]1[CH2:18][CH2:17][CH:16]([C:19]3[CH:20]=[C:21]([NH:25][C:26](=[O:30])[CH:27]([CH3:29])[CH3:28])[CH:22]=[CH:23][CH:24]=3)[CH2:15][CH2:14]1)=[CH:35][CH:36]=[C:37]1[CH:38]=[CH:39][CH:40]=[CH:41][C:42]=21, predict the reactants needed to synthesize it. The reactants are: [I:1][C:2]1[CH:7]=[CH:6][CH:5]=[CH:4][C:3]=1[C:8](=O)[CH2:9][CH2:10][CH2:11][CH2:12][N:13]1[CH2:18][CH2:17][CH:16]([C:19]2[CH:20]=[C:21]([NH:25][C:26](=[O:30])[CH:27]([CH3:29])[CH3:28])[CH:22]=[CH:23][CH:24]=2)[CH2:15][CH2:14]1.Cl.[C:33]1([NH:43]N)[C:42]2[C:37](=[CH:38][CH:39]=[CH:40][CH:41]=2)[CH:36]=[CH:35][CH:34]=1. (3) Given the product [C:6]([O:10][C:11]([N:13]([C:32]([O:34][C:35]([CH3:38])([CH3:36])[CH3:37])=[O:33])[C:14]1[C:19]([C:20]([O:22][CH3:23])=[O:21])=[C:18]2[C:17]([C:25]3[CH:29]=[CH:28][O:27][C:26]=3[CH2:30][O:24]2)=[CH:16][CH:15]=1)=[O:12])([CH3:9])([CH3:7])[CH3:8], predict the reactants needed to synthesize it. The reactants are: C(Br)(Br)(Br)Br.[C:6]([O:10][C:11]([N:13]([C:32]([O:34][C:35]([CH3:38])([CH3:37])[CH3:36])=[O:33])[C:14]1[C:19]([C:20]([O:22][CH3:23])=[O:21])=[C:18]([OH:24])[C:17]([C:25]2[CH:29]=[CH:28][O:27][C:26]=2[CH2:30]O)=[CH:16][CH:15]=1)=[O:12])([CH3:9])([CH3:8])[CH3:7].C1(P(C2C=CC=CC=2)C2C=CC=CC=2)C=CC=CC=1. (4) Given the product [CH3:1][N:2]([CH2:3][C:4]1[CH:9]=[CH:8][C:7]([C:10]([N:12]2[CH2:18][C:17]3([CH3:20])[CH2:19][CH:13]2[CH2:14][C:15]([CH3:22])([CH3:21])[CH2:16]3)=[O:11])=[CH:6][CH:5]=1)[C:30](=[O:31])[C:29]1[CH:33]=[CH:34][C:26]([O:25][C:24]([F:23])([F:35])[F:36])=[CH:27][CH:28]=1, predict the reactants needed to synthesize it. The reactants are: [CH3:1][NH:2][CH2:3][C:4]1[CH:9]=[CH:8][C:7]([C:10]([N:12]2[CH2:18][C:17]3([CH3:20])[CH2:19][CH:13]2[CH2:14][C:15]([CH3:22])([CH3:21])[CH2:16]3)=[O:11])=[CH:6][CH:5]=1.[F:23][C:24]([F:36])([F:35])[O:25][C:26]1[CH:34]=[CH:33][C:29]([C:30](Cl)=[O:31])=[CH:28][CH:27]=1. (5) Given the product [F:8][C:9]1[CH:16]=[CH:15][C:12]([CH2:13][N:1]2[CH:5]=[CH:4][CH:3]=[N:2]2)=[CH:11][CH:10]=1, predict the reactants needed to synthesize it. The reactants are: [NH:1]1[CH:5]=[CH:4][CH:3]=[N:2]1.[H-].[Na+].[F:8][C:9]1[CH:16]=[CH:15][C:12]([CH2:13]Br)=[CH:11][CH:10]=1. (6) Given the product [P:37]([O:44][CH2:2][N:3]1[CH:8]=[CH:7][C:6]([NH:9][C:10](=[O:30])[C:11]2[CH:16]=[CH:15][C:14]([C:17]([F:20])([F:19])[F:18])=[CH:13][C:12]=2[O:21][C:22]2[CH:27]=[CH:26][C:25]([F:28])=[CH:24][C:23]=2[CH3:29])=[CH:5][C:4]1=[O:31])([O:36][C:32]([CH3:35])([CH3:34])[CH3:33])([O:39][C:40]([CH3:42])([CH3:43])[CH3:41])=[O:38], predict the reactants needed to synthesize it. The reactants are: Cl[CH2:2][N:3]1[CH:8]=[CH:7][C:6]([NH:9][C:10](=[O:30])[C:11]2[CH:16]=[CH:15][C:14]([C:17]([F:20])([F:19])[F:18])=[CH:13][C:12]=2[O:21][C:22]2[CH:27]=[CH:26][C:25]([F:28])=[CH:24][C:23]=2[CH3:29])=[CH:5][C:4]1=[O:31].[C:32]([O:36][P:37]([O:44][K])([O:39][C:40]([CH3:43])([CH3:42])[CH3:41])=[O:38])([CH3:35])([CH3:34])[CH3:33]. (7) Given the product [CH2:13]([O:15][C:16]([C:17]1[S:18][C:6]2=[CH:7][N:8]=[CH:9][CH:10]=[C:5]2[C:4]=1[OH:12])=[O:19])[CH3:14], predict the reactants needed to synthesize it. The reactants are: C(O[C:4](=[O:12])[C:5]1[CH:10]=[CH:9][N:8]=[CH:7][C:6]=1Cl)C.[CH2:13]([O:15][C:16](=[O:19])[CH2:17][SH:18])[CH3:14].[H-].[Na+].